Dataset: NCI-60 drug combinations with 297,098 pairs across 59 cell lines. Task: Regression. Given two drug SMILES strings and cell line genomic features, predict the synergy score measuring deviation from expected non-interaction effect. (1) Drug 1: CC=C1C(=O)NC(C(=O)OC2CC(=O)NC(C(=O)NC(CSSCCC=C2)C(=O)N1)C(C)C)C(C)C. Drug 2: C1CCC(C(C1)N)N.C(=O)(C(=O)[O-])[O-].[Pt+4]. Cell line: HOP-92. Synergy scores: CSS=53.2, Synergy_ZIP=-1.46, Synergy_Bliss=0.604, Synergy_Loewe=-30.9, Synergy_HSA=3.03. (2) Synergy scores: CSS=34.6, Synergy_ZIP=-6.03, Synergy_Bliss=-5.63, Synergy_Loewe=-7.98, Synergy_HSA=-3.15. Cell line: NCI-H522. Drug 2: C1C(C(OC1N2C=C(C(=O)NC2=O)F)CO)O. Drug 1: CN1CCC(CC1)COC2=C(C=C3C(=C2)N=CN=C3NC4=C(C=C(C=C4)Br)F)OC. (3) Drug 1: CC1=C2C(C(=O)C3(C(CC4C(C3C(C(C2(C)C)(CC1OC(=O)C(C(C5=CC=CC=C5)NC(=O)OC(C)(C)C)O)O)OC(=O)C6=CC=CC=C6)(CO4)OC(=O)C)OC)C)OC. Drug 2: CC(C)CN1C=NC2=C1C3=CC=CC=C3N=C2N. Cell line: HCT-15. Synergy scores: CSS=54.1, Synergy_ZIP=-5.02, Synergy_Bliss=-7.67, Synergy_Loewe=-55.4, Synergy_HSA=-8.09. (4) Drug 1: CN1C2=C(C=C(C=C2)N(CCCl)CCCl)N=C1CCCC(=O)O.Cl. Drug 2: CC(C)CN1C=NC2=C1C3=CC=CC=C3N=C2N. Cell line: SNB-19. Synergy scores: CSS=0.893, Synergy_ZIP=-0.0115, Synergy_Bliss=0.330, Synergy_Loewe=-0.907, Synergy_HSA=0.218. (5) Drug 1: C1=C(C(=O)NC(=O)N1)N(CCCl)CCCl. Drug 2: C(CN)CNCCSP(=O)(O)O. Cell line: NCI-H460. Synergy scores: CSS=36.7, Synergy_ZIP=-6.78, Synergy_Bliss=-1.52, Synergy_Loewe=-25.2, Synergy_HSA=-1.20. (6) Drug 1: C1CC2CC3=C(CC1C24CN(S(=O)(=O)N4)CC(F)(F)F)C=CC(=C3)C=CCN5CCC(CC5)C(F)(F)F. Drug 2: CCN(CC)CCNC(=O)C1=C(NC(=C1C)C=C2C3=C(C=CC(=C3)F)NC2=O)C. Cell line: SW-620. Synergy scores: CSS=59.4, Synergy_ZIP=3.16, Synergy_Bliss=2.27, Synergy_Loewe=-24.8, Synergy_HSA=3.38. (7) Drug 1: C1=CC(=CC=C1CCCC(=O)O)N(CCCl)CCCl. Drug 2: C1C(C(OC1N2C=NC3=C(N=C(N=C32)Cl)N)CO)O. Cell line: SF-268. Synergy scores: CSS=31.2, Synergy_ZIP=-9.86, Synergy_Bliss=-5.87, Synergy_Loewe=-7.92, Synergy_HSA=-7.95. (8) Drug 1: C1=NC2=C(N=C(N=C2N1C3C(C(C(O3)CO)O)F)Cl)N. Drug 2: CC(C)(C#N)C1=CC(=CC(=C1)CN2C=NC=N2)C(C)(C)C#N. Cell line: MDA-MB-231. Synergy scores: CSS=-7.49, Synergy_ZIP=-0.0124, Synergy_Bliss=-5.26, Synergy_Loewe=-5.25, Synergy_HSA=-5.04. (9) Drug 1: CC(C1=C(C=CC(=C1Cl)F)Cl)OC2=C(N=CC(=C2)C3=CN(N=C3)C4CCNCC4)N. Drug 2: C1=NC2=C(N=C(N=C2N1C3C(C(C(O3)CO)O)F)Cl)N. Cell line: COLO 205. Synergy scores: CSS=27.9, Synergy_ZIP=-6.71, Synergy_Bliss=-7.92, Synergy_Loewe=-21.6, Synergy_HSA=-8.52. (10) Drug 1: C1=CC(=C2C(=C1NCCNCCO)C(=O)C3=C(C=CC(=C3C2=O)O)O)NCCNCCO. Drug 2: CCC1(CC2CC(C3=C(CCN(C2)C1)C4=CC=CC=C4N3)(C5=C(C=C6C(=C5)C78CCN9C7C(C=CC9)(C(C(C8N6C)(C(=O)OC)O)OC(=O)C)CC)OC)C(=O)OC)O.OS(=O)(=O)O. Cell line: HCT116. Synergy scores: CSS=66.7, Synergy_ZIP=-2.09, Synergy_Bliss=-4.52, Synergy_Loewe=-0.903, Synergy_HSA=0.113.